Dataset: Forward reaction prediction with 1.9M reactions from USPTO patents (1976-2016). Task: Predict the product of the given reaction. The product is: [O:1]1[CH:5]=[CH:4][N:3]=[C:2]1[C:26]([C:17]1[CH:16]=[C:15]([CH:20]([CH3:23])[C:21]#[N:22])[CH:14]=[CH:19][CH:18]=1)=[O:27]. Given the reactants [O:1]1[CH:5]=[CH:4][N:3]=[CH:2]1.[Li]CCCC.ClC([C:14]1[CH:19]=[CH:18][CH:17]=[CH:16][C:15]=1[CH:20]([CH3:23])[C:21]#[N:22])=O.C1C[O:27][CH2:26]C1, predict the reaction product.